Dataset: Full USPTO retrosynthesis dataset with 1.9M reactions from patents (1976-2016). Task: Predict the reactants needed to synthesize the given product. (1) Given the product [CH3:44][N:34]([C:35]1[S:36][CH:37]=[C:38]([CH2:40][C:41](=[O:43])[NH:51][C:49]2[CH:48]=[CH:47][C:46]([NH:68][C:69]([C:22]3[CH:23]=[CH:24][CH:25]=[CH:26][C:21]=3[C:12]3[CH:11]=[CH:16][C:15]([C:17]([F:18])([F:20])[F:19])=[CH:14][CH:13]=3)=[O:70])=[CH:45][CH:50]=2)[N:39]=1)[C:32](=[O:33])[O:31][C:27]([CH3:28])([CH3:29])[CH3:30], predict the reactants needed to synthesize it. The reactants are: NC1C=CC(NC([C:11]2[C:12]([C:21]3[CH:26]=[CH:25][CH:24]=[CH:23][CH:22]=3)=[CH:13][CH:14]=[C:15]([C:17]([F:20])([F:19])[F:18])[CH:16]=2)=O)=CC=1.[C:27]([O:31][C:32]([N:34]([CH3:44])[C:35]1[S:36][CH:37]=[C:38]([CH2:40][C:41]([OH:43])=O)[N:39]=1)=[O:33])([CH3:30])([CH3:29])[CH3:28].[CH:45]1[CH:46]=[CH:47][C:48]2N(O)N=[N:51][C:49]=2[CH:50]=1.CCN=C=NCCCN(C)C.Cl.C[N:68](C)[CH:69]=[O:70]. (2) The reactants are: C(O)(C(F)(F)F)=O.[CH:8]([NH:11][C:12]1[N:13]=[CH:14][C:15]2[CH:21]=[C:20]([C:22]3[CH:27]=[CH:26][C:25]([C:28]4[CH:33]=[CH:32][CH:31]=[C:30]([CH3:34])[N:29]=4)=[CH:24][C:23]=3[CH3:35])[C:19](=[O:36])[N:18]([CH2:37][C:38]([N:40]3[CH2:45][CH2:44][N:43](C(OC(C)(C)C)=O)[CH2:42][CH2:41]3)=[O:39])[C:16]=2[N:17]=1)([CH3:10])[CH3:9]. Given the product [CH:8]([NH:11][C:12]1[N:13]=[CH:14][C:15]2[CH:21]=[C:20]([C:22]3[CH:27]=[CH:26][C:25]([C:28]4[CH:33]=[CH:32][CH:31]=[C:30]([CH3:34])[N:29]=4)=[CH:24][C:23]=3[CH3:35])[C:19](=[O:36])[N:18]([CH2:37][C:38](=[O:39])[N:40]3[CH2:45][CH2:44][NH:43][CH2:42][CH2:41]3)[C:16]=2[N:17]=1)([CH3:10])[CH3:9], predict the reactants needed to synthesize it. (3) Given the product [Br:13][C:14]1[CH:15]=[C:16]2[C:20](=[CH:21][CH:22]=1)[C:19]([C:2]1[S:1][CH:5]=[CH:4][N:3]=1)([OH:23])[CH2:18][CH2:17]2, predict the reactants needed to synthesize it. The reactants are: [S:1]1[CH:5]=[CH:4][N:3]=[CH:2]1.C([Mg]Cl)(C)C.[Cl-].[Li+].[Br:13][C:14]1[CH:15]=[C:16]2[C:20](=[CH:21][CH:22]=1)[C:19](=[O:23])[CH2:18][CH2:17]2.Cl.